Dataset: Forward reaction prediction with 1.9M reactions from USPTO patents (1976-2016). Task: Predict the product of the given reaction. (1) Given the reactants [NH2:1][C:2]1[N:7]=[C:6]([NH2:8])[C:5]([OH:9])=[C:4]([CH2:10][CH3:11])[N:3]=1.O.[OH-].[Li+].S(O[CH2:20][CH2:21][CH2:22][O:23][C:24]1[C:33]2[C:28](=[CH:29][CH:30]=[CH:31][CH:32]=2)[N:27]=[CH:26][CH:25]=1)(=O)(=O)C, predict the reaction product. The product is: [NH2:1][C:2]1[N:7]=[C:6]([NH2:8])[C:5]([O:9][CH2:20][CH2:21][CH2:22][O:23][C:24]2[C:33]3[C:28](=[CH:29][CH:30]=[CH:31][CH:32]=3)[N:27]=[CH:26][CH:25]=2)=[C:4]([CH2:10][CH3:11])[N:3]=1. (2) Given the reactants [H-].[Na+].[F:3][C:4]1[C:9]([F:10])=[CH:8][CH:7]=[CH:6][C:5]=1[CH2:11][S:12][C:13]1[N:18]=[C:17]([NH:19][S:20]([N:23]2[CH2:26][CH2:25][CH2:24]2)(=[O:22])=[O:21])[CH:16]=[C:15]([O:27][CH3:28])[N:14]=1.[CH3:29][O:30][C:31]1[CH:38]=[CH:37][C:34]([CH2:35]Cl)=[CH:33][CH:32]=1.[I-].[K+], predict the reaction product. The product is: [F:3][C:4]1[C:9]([F:10])=[CH:8][CH:7]=[CH:6][C:5]=1[CH2:11][S:12][C:13]1[N:18]=[C:17]([N:19]([CH2:35][C:34]2[CH:37]=[CH:38][C:31]([O:30][CH3:29])=[CH:32][CH:33]=2)[S:20]([N:23]2[CH2:24][CH2:25][CH2:26]2)(=[O:22])=[O:21])[CH:16]=[C:15]([O:27][CH3:28])[N:14]=1. (3) Given the reactants [CH2:1]([CH:3]([CH2:5][C:6]1[C:14]2[C:9](=[CH:10][CH:11]=[CH:12][CH:13]=2)[NH:8][CH:7]=1)[NH2:4])[CH3:2].BrCC(=O)C(OCC)=O.Br[CH2:25][C:26](=O)[C:27]([O:29][CH2:30][CH2:31][CH3:32])=[O:28], predict the reaction product. The product is: [CH2:30]([O:29][C:27]([C:26]1[C:7]2[NH:8][C:9]3[CH:10]=[CH:11][CH:12]=[CH:13][C:14]=3[C:6]=2[CH2:5][CH:3]([CH2:1][CH3:2])[NH:4][CH:25]=1)=[O:28])[CH2:31][CH3:32].